From a dataset of Full USPTO retrosynthesis dataset with 1.9M reactions from patents (1976-2016). Predict the reactants needed to synthesize the given product. (1) Given the product [C:3]([O:7][C:8]([N:10]1[CH2:15][CH2:14][C:13]2([CH2:20][CH2:19][N:18]([CH2:23][C:24]3[CH:29]=[CH:28][N:27]=[CH:26][CH:25]=3)[CH2:17][CH2:16]2)[CH2:12][CH2:11]1)=[O:9])([CH3:6])([CH3:4])[CH3:5], predict the reactants needed to synthesize it. The reactants are: [H-].[Na+].[C:3]([O:7][C:8]([N:10]1[CH2:15][CH2:14][C:13]2([CH2:20][CH2:19][NH:18][CH2:17][CH2:16]2)[CH2:12][CH2:11]1)=[O:9])([CH3:6])([CH3:5])[CH3:4].Cl.Br[CH2:23][C:24]1[CH:29]=[CH:28][N:27]=[CH:26][CH:25]=1. (2) Given the product [CH3:26][N:23]1[CH2:22][CH2:21][N:20]([C:18]([C:15]2[CH:14]=[CH:13][C:12]([C:9]3[CH:10]=[CH:11][C:6]4[N:7]([C:3]([C:1]#[C:2][C:28]5[CH:33]=[CH:32][C:31]([NH:34][C:35](=[O:37])[CH3:36])=[CH:30][CH:29]=5)=[CH:4][N:5]=4)[N:8]=3)=[CH:17][CH:16]=2)=[O:19])[CH2:25][CH2:24]1, predict the reactants needed to synthesize it. The reactants are: [C:1]([C:3]1[N:7]2[N:8]=[C:9]([C:12]3[CH:17]=[CH:16][C:15]([C:18]([N:20]4[CH2:25][CH2:24][N:23]([CH3:26])[CH2:22][CH2:21]4)=[O:19])=[CH:14][CH:13]=3)[CH:10]=[CH:11][C:6]2=[N:5][CH:4]=1)#[CH:2].I[C:28]1[CH:33]=[CH:32][C:31]([NH:34][C:35](=[O:37])[CH3:36])=[CH:30][CH:29]=1. (3) Given the product [F:32][C:2]([F:1])([F:31])[C:3]1[CH:8]=[CH:7][C:6]([C:9]2[N:10]=[CH:11][C:12]([NH:15][CH:16]([C:20]3[CH:21]=[CH:22][C:23]([C:24]([OH:26])=[O:25])=[CH:29][CH:30]=3)[CH2:17][CH2:18][CH3:19])=[N:13][CH:14]=2)=[CH:5][CH:4]=1, predict the reactants needed to synthesize it. The reactants are: [F:1][C:2]([F:32])([F:31])[C:3]1[CH:8]=[CH:7][C:6]([C:9]2[N:10]=[CH:11][C:12]([NH:15][CH:16]([C:20]3[CH:30]=[CH:29][C:23]([C:24]([O:26]CC)=[O:25])=[CH:22][CH:21]=3)[CH2:17][CH2:18][CH3:19])=[N:13][CH:14]=2)=[CH:5][CH:4]=1.CO.[OH-].[Na+].